From a dataset of Catalyst prediction with 721,799 reactions and 888 catalyst types from USPTO. Predict which catalyst facilitates the given reaction. (1) Reactant: [CH3:1][CH:2]([C:4]([O:6][C:7]1[CH:8]=[CH:9][C:10]([CH2:29][OH:30])=[CH:11][C:12]=1[C@@H:13]([C:23]1[CH:24]=[CH:25][CH:26]=[CH:27][CH:28]=1)[CH2:14][CH2:15][N:16]([CH:20]([CH3:22])[CH3:21])[CH:17]([CH3:19])[CH3:18])=[O:5])[CH3:3].C(N(CC[C@@H](C1C=C(Br)C=CC=1OCC1C=CC=CC=1)C1C=CC=CC=1)C(C)C)(C)C.[C:62]([OH:69])(=[O:68])/[CH:63]=[CH:64]/[C:65]([OH:67])=[O:66].C1CCCCC1. Product: [CH3:3][CH:2]([C:4]([O:6][C:7]1[CH:8]=[CH:9][C:10]([CH2:29][OH:30])=[CH:11][C:12]=1[C@@H:13]([C:23]1[CH:28]=[CH:27][CH:26]=[CH:25][CH:24]=1)[CH2:14][CH2:15][N:16]([CH:20]([CH3:21])[CH3:22])[CH:17]([CH3:18])[CH3:19])=[O:5])[CH3:1].[CH:63](/[C:62]([OH:69])=[O:68])=[CH:64]\[C:65]([OH:67])=[O:66]. The catalyst class is: 311. (2) Reactant: Cl[S:2]([OH:5])(=O)=[O:3].[CH2:6]([C:10]1[CH:15]=[CH:14][CH:13]=[CH:12][CH:11]=1)[CH:7]([CH3:9])[CH3:8].[C:16]([NH2:20])([CH3:19])([CH3:18])[CH3:17]. Product: [C:16]([NH:20][S:2]([C:13]1[CH:14]=[CH:15][C:10]([CH2:6][CH:7]([CH3:9])[CH3:8])=[CH:11][CH:12]=1)(=[O:5])=[O:3])([CH3:19])([CH3:18])[CH3:17]. The catalyst class is: 11. (3) Reactant: [I-].[CH2:2]([O:4][C:5]1[CH:10]=[C:9]([N+:11]([O-:13])=[O:12])[CH:8]=[CH:7][C:6]=1[C:14]1[CH:19]=[CH:18][N+:17]([CH:20]([CH3:22])[CH3:21])=[CH:16][CH:15]=1)[CH3:3].[BH4-].[Na+].CC(C)=O. Product: [CH2:2]([O:4][C:5]1[CH:10]=[C:9]([N+:11]([O-:13])=[O:12])[CH:8]=[CH:7][C:6]=1[C:14]1[CH2:19][CH2:18][N:17]([CH:20]([CH3:21])[CH3:22])[CH2:16][CH:15]=1)[CH3:3]. The catalyst class is: 5. (4) The catalyst class is: 8. Reactant: [Br:1][C:2]1[CH:3]=[C:4]2[C:9](=[CH:10][C:11]=1[O:12][CH2:13][C:14]1[CH:15]=[C:16]([S:20]([CH3:28])(=[N:22]C(OCC)=O)=[O:21])[CH:17]=[CH:18][CH:19]=1)[N:8]=[CH:7][N:6]=[C:5]2[NH:29][CH2:30][CH3:31].[O-]CC.[Na+].C(=O)(O)[O-].[Na+]. Product: [Br:1][C:2]1[CH:3]=[C:4]2[C:9](=[CH:10][C:11]=1[O:12][CH2:13][C:14]1[CH:15]=[C:16]([S:20]([CH3:28])(=[NH:22])=[O:21])[CH:17]=[CH:18][CH:19]=1)[N:8]=[CH:7][N:6]=[C:5]2[NH:29][CH2:30][CH3:31].